From a dataset of Full USPTO retrosynthesis dataset with 1.9M reactions from patents (1976-2016). Predict the reactants needed to synthesize the given product. (1) The reactants are: Cl.Cl.[C:3]([O:7][C:8]([N:10]([C@@H:24]1[CH2:28][CH2:27][NH:26][CH2:25]1)[C:11]1[N:16]=[CH:15][C:14](/[CH:17]=[CH:18]/[C:19]([O:21][CH2:22][CH3:23])=[O:20])=[CH:13][CH:12]=1)=[O:9])([CH3:6])([CH3:5])[CH3:4].Cl[CH2:30][C:31]1[CH:36]=[CH:35][C:34]([CH3:37])=[C:33]([CH3:38])[CH:32]=1.C([O-])([O-])=O.[K+].[K+]. Given the product [C:3]([O:7][C:8]([N:10]([C@@H:24]1[CH2:28][CH2:27][N:26]([CH2:30][C:31]2[CH:36]=[CH:35][C:34]([CH3:37])=[C:33]([CH3:38])[CH:32]=2)[CH2:25]1)[C:11]1[N:16]=[CH:15][C:14](/[CH:17]=[CH:18]/[C:19]([O:21][CH2:22][CH3:23])=[O:20])=[CH:13][CH:12]=1)=[O:9])([CH3:4])([CH3:5])[CH3:6], predict the reactants needed to synthesize it. (2) The reactants are: [C:1]([N:4]1[C:13]2[C:8](=[CH:9][C:10](Br)=[CH:11][CH:12]=2)[C@H:7]([NH:15][C:16]2[CH:21]=[CH:20][C:19]([N+:22]([O-:24])=[O:23])=[CH:18][N:17]=2)[CH2:6][C@@H:5]1[CH3:25])(=[O:3])[CH3:2].[CH3:26][O:27][C:28]([C:30]1[CH:35]=[CH:34][C:33](B(O)O)=[CH:32][CH:31]=1)=[O:29].C(=O)([O-])[O-].[K+].[K+].COCCOC. Given the product [C:1]([N:4]1[C:13]2[C:8](=[CH:9][C:10]([C:33]3[CH:34]=[CH:35][C:30]([C:28]([O:27][CH3:26])=[O:29])=[CH:31][CH:32]=3)=[CH:11][CH:12]=2)[C@H:7]([NH:15][C:16]2[CH:21]=[CH:20][C:19]([N+:22]([O-:24])=[O:23])=[CH:18][N:17]=2)[CH2:6][C@@H:5]1[CH3:25])(=[O:3])[CH3:2], predict the reactants needed to synthesize it. (3) Given the product [Br:1]/[CH:2]=[C:3]1\[CH2:4][CH2:5][CH2:6][C@@:7]2([CH3:16])[C@H:11]\1[CH2:10][CH2:9][C@@H:8]2[C:12](=[O:37])[CH3:13], predict the reactants needed to synthesize it. The reactants are: [Br:1]/[CH:2]=[C:3]1\[CH2:4][CH2:5][CH2:6][C@@:7]2([CH3:16])[C@H:11]\1[CH2:10][CH2:9][C@@H:8]2[C@H:12](C)[CH:13]=O.N1C=CC=CC=1C1C=CC=CN=1.C1N2CCN(CC2)C1.[O:37]=O.Cl. (4) Given the product [Cl:34][C:35]1[N:40]=[C:39]([CH2:41][C:16]([C:15]2[C:14]([F:23])=[C:13]([NH:12][S:9]([C:3]3[CH:4]=[C:5]([F:8])[CH:6]=[CH:7][C:2]=3[F:1])(=[O:10])=[O:11])[CH:22]=[CH:21][CH:20]=2)=[O:18])[CH:38]=[CH:37][N:36]=1, predict the reactants needed to synthesize it. The reactants are: [F:1][C:2]1[CH:7]=[CH:6][C:5]([F:8])=[CH:4][C:3]=1[S:9]([NH:12][C:13]1[C:14]([F:23])=[C:15]([CH:20]=[CH:21][CH:22]=1)[C:16]([O:18]C)=O)(=[O:11])=[O:10].[Li+].C[Si]([N-][Si](C)(C)C)(C)C.[Cl:34][C:35]1[N:40]=[C:39]([CH3:41])[CH:38]=[CH:37][N:36]=1. (5) Given the product [CH:53]1([S:50]([NH:49][C:47]([C@@:42]2([NH:41][C:24]([C:23]3[CH:22]=[C:21]([C:18]4[CH:19]=[CH:20][C:10]5[O:9][C:8]([C:5]6[CH:6]=[CH:7][C:2]([F:1])=[CH:3][CH:4]=6)=[C:12]([C:13]([NH:14][CH3:15])=[O:16])[C:11]=5[CH:17]=4)[CH:29]=[CH:28][CH:27]=3)=[O:25])[CH2:44][C@H:43]2[CH:45]=[CH2:46])=[O:48])(=[O:52])=[O:51])[CH2:55][CH2:54]1, predict the reactants needed to synthesize it. The reactants are: [F:1][C:2]1[CH:7]=[CH:6][C:5]([C:8]2[O:9][C:10]3[CH:20]=[CH:19][C:18]([C:21]4[CH:22]=[C:23]([CH:27]=[CH:28][CH:29]=4)[C:24](O)=[O:25])=[CH:17][C:11]=3[C:12]=2[C:13](=[O:16])[NH:14][CH3:15])=[CH:4][CH:3]=1.CC1C=CC(S(O)(=O)=O)=CC=1.[NH2:41][C@:42]1([C:47]([NH:49][S:50]([CH:53]2[CH2:55][CH2:54]2)(=[O:52])=[O:51])=[O:48])[CH2:44][C@H:43]1[CH:45]=[CH2:46].CN(C(ON1N=NC2C=CC=NC1=2)=[N+](C)C)C.F[P-](F)(F)(F)(F)F.CCN(C(C)C)C(C)C. (6) Given the product [CH3:3][O:4][C:5](=[O:14])[C:6]([CH3:13])([CH3:12])[C:7](=[O:11])[CH:8]([Br:1])[CH2:9][CH3:10], predict the reactants needed to synthesize it. The reactants are: [Br:1]Br.[CH3:3][O:4][C:5](=[O:14])[C:6]([CH3:13])([CH3:12])[C:7](=[O:11])[CH2:8][CH2:9][CH3:10]. (7) Given the product [F:1][C:2]1[C:7]([O:8][CH3:9])=[CH:6][C:5]([O:10][CH3:11])=[C:4]([F:12])[C:3]=1[N:13]=[CH:23][C:22]1[C:17]([NH:16][CH2:14][CH3:15])=[N:18][C:19]([S:25][CH3:26])=[N:20][CH:21]=1, predict the reactants needed to synthesize it. The reactants are: [F:1][C:2]1[C:7]([O:8][CH3:9])=[CH:6][C:5]([O:10][CH3:11])=[C:4]([F:12])[C:3]=1[NH2:13].[CH2:14]([NH:16][C:17]1[C:22]([CH:23]=O)=[CH:21][N:20]=[C:19]([S:25][CH3:26])[N:18]=1)[CH3:15].C12(CS(O)(=O)=O)C(C)(C)C(CC1)CC2=O.